Regression/Classification. Given a drug SMILES string, predict its toxicity properties. Task type varies by dataset: regression for continuous values (e.g., LD50, hERG inhibition percentage) or binary classification for toxic/non-toxic outcomes (e.g., AMES mutagenicity, cardiotoxicity, hepatotoxicity). Dataset: herg_karim. From a dataset of hERG potassium channel inhibition data for cardiac toxicity prediction from Karim et al.. (1) The molecule is NC1=NC2(CO1)c1cc(-c3cncnc3)ccc1OC1(CCC1)C21COC1. The result is 0 (non-blocker). (2) The drug is O/N=C(/c1ccc(CN2CCC3(CC2)OCc2cc(F)ncc23)cc1)c1ccc(F)c(F)c1. The result is 1 (blocker). (3) The result is 1 (blocker). The molecule is CC(=O)NCCc1ccccc1-c1ccc([C@H]2CNCC[C@]2(O)c2ccc(F)c(F)c2)c(C)c1.